Dataset: Reaction yield outcomes from USPTO patents with 853,638 reactions. Task: Predict the reaction yield, written as a fraction of the theoretical maximum amount of product (1.0 means a 100% yield; for example, 0.34 means a 34% yield). The catalyst is CN(C=O)C. The product is [Cl:1][C:2]1[CH:13]=[CH:12][C:5]2[N:6]([CH2:21][C:20]3[CH:23]=[CH:24][C:17]([F:16])=[CH:18][CH:19]=3)[C:7](=[O:11])[O:8][C:9](=[O:10])[C:4]=2[CH:3]=1. The reactants are [Cl:1][C:2]1[CH:13]=[CH:12][C:5]2[NH:6][C:7](=[O:11])[O:8][C:9](=[O:10])[C:4]=2[CH:3]=1.[H-].[Na+].[F:16][C:17]1[CH:24]=[CH:23][C:20]([CH2:21]Br)=[CH:19][CH:18]=1. The yield is 0.960.